Predict the product of the given reaction. From a dataset of Forward reaction prediction with 1.9M reactions from USPTO patents (1976-2016). Given the reactants Br[C:2]1[C:3](=[O:13])[C:4]2[C:9]([C:10](=[O:12])[CH:11]=1)=[CH:8][CH:7]=[CH:6][CH:5]=2.[CH:14]([NH2:17])([CH3:16])[CH3:15], predict the reaction product. The product is: [CH:14]([NH:17][C:2]1[C:3](=[O:13])[C:4]2[C:9]([C:10](=[O:12])[CH:11]=1)=[CH:8][CH:7]=[CH:6][CH:5]=2)([CH3:16])[CH3:15].